This data is from Catalyst prediction with 721,799 reactions and 888 catalyst types from USPTO. The task is: Predict which catalyst facilitates the given reaction. (1) Product: [CH3:35][NH:36][C:32]([C:30]1[S:31][C:24]2[C:23]([N:20]3[CH2:21][CH2:22][CH:17]([CH2:16][CH2:15][NH:14][C:8](=[O:13])[C:9]([CH3:12])([CH3:10])[CH3:11])[CH2:18][CH2:19]3)=[N:28][CH:27]=[N:26][C:25]=2[CH:29]=1)=[O:33]. Reactant: FC(F)(F)C(O)=O.[C:8]([NH:14][CH2:15][CH2:16][CH:17]1[CH2:22][CH2:21][N:20]([C:23]2[C:24]3[S:31][C:30]([C:32](O)=[O:33])=[CH:29][C:25]=3[N:26]=[CH:27][N:28]=2)[CH2:19][CH2:18]1)(=[O:13])[C:9]([CH3:12])([CH3:11])[CH3:10].[CH3:35][N:36](C(ON1N=NC2C=CC=NC1=2)=[N+](C)C)C.F[P-](F)(F)(F)(F)F.CCN(C(C)C)C(C)C.Cl.CN. The catalyst class is: 634. (2) Reactant: [Br:1][C:2]1[CH:7]=[CH:6][C:5]([CH2:8][CH2:9][O:10][CH2:11][CH2:12][C:13]([O:15]C(C)(C)C)=[O:14])=[CH:4][CH:3]=1.FC(F)(F)C(O)=O. Product: [Br:1][C:2]1[CH:3]=[CH:4][C:5]([CH2:8][CH2:9][O:10][CH2:11][CH2:12][C:13]([OH:15])=[O:14])=[CH:6][CH:7]=1. The catalyst class is: 4. (3) Reactant: Cl[C:2]1[C:7]([C:8]#[N:9])=[CH:6][N:5]=[CH:4][C:3]=1[C:10]1[CH:15]=[CH:14][C:13]([O:16][CH3:17])=[C:12]([O:18][CH3:19])[CH:11]=1.[C:20]1([CH2:28][NH2:29])[CH:25]=[CH:24][CH:23]=[C:22]([CH2:26][NH2:27])[CH:21]=1.C(N(CC)CC)C. Product: [NH2:27][CH2:26][C:22]1[CH:21]=[C:20]([CH:25]=[CH:24][CH:23]=1)[CH2:28][NH:29][C:2]1[C:7]([C:8]#[N:9])=[CH:6][N:5]=[CH:4][C:3]=1[C:10]1[CH:15]=[CH:14][C:13]([O:16][CH3:17])=[C:12]([O:18][CH3:19])[CH:11]=1. The catalyst class is: 3. (4) Reactant: [Cl:1][C:2]1[CH:3]=[C:4]2[C:8](=[CH:9][CH:10]=1)[NH:7][CH:6]=[C:5]2[CH:11]1[CH2:16][CH2:15][N:14](C(OC(C)(C)C)=O)[CH2:13][CH2:12]1. Product: [ClH:1].[Cl:1][C:2]1[CH:3]=[C:4]2[C:8](=[CH:9][CH:10]=1)[NH:7][CH:6]=[C:5]2[CH:11]1[CH2:16][CH2:15][NH:14][CH2:13][CH2:12]1. The catalyst class is: 89. (5) Reactant: [CH3:1][C@H:2]1[C:6](=[O:7])[O:5][C:4](=[O:8])[NH:3]1.[C:9]1([CH2:15][CH2:16][C:17](Cl)=[O:18])[CH:14]=[CH:13][CH:12]=[CH:11][CH:10]=1.CN1CCOCC1. Product: [C:9]1([CH2:15][CH2:16][C:17]([N:3]2[C@@H:2]([CH3:1])[C:6](=[O:7])[O:5][C:4]2=[O:8])=[O:18])[CH:14]=[CH:13][CH:12]=[CH:11][CH:10]=1. The catalyst class is: 13. (6) Reactant: [CH3:1][C:2]1([CH3:25])[CH2:11][CH2:10][C:9]2[C:8]([N:12]3[CH2:16]CC[CH2:13]3)=[N:7][C:6]3[S:17]C4C(=O)NC=[N:20][C:19]=4[C:5]=3[C:4]=2[CH2:3]1.CNC. Product: [SH:17][C:6]1[N:7]=[C:8]([N:12]([CH3:16])[CH3:13])[C:9]2[CH2:10][CH2:11][C:2]([CH3:1])([CH3:25])[CH2:3][C:4]=2[C:5]=1[C:19]#[N:20]. The catalyst class is: 8. (7) Reactant: [Cl-].O[NH3+:3].[C:4](=[O:7])([O-])[OH:5].[Na+].CS(C)=O.[CH2:13]([O:17][C:18]1[CH:23]=[CH:22][C:21]([N:24]2[C:29](=[O:30])[C:28]([CH2:31][C:32]3[CH:37]=[CH:36][C:35]([C:38]4[C:39]([C:44]#[N:45])=[CH:40][CH:41]=[CH:42][CH:43]=4)=[CH:34][CH:33]=3)=[C:27]([CH2:46][CH2:47][CH3:48])[N:26]=[C:25]2[CH3:49])=[CH:20][CH:19]=1)[CH:14]([CH3:16])[CH3:15]. Product: [CH2:13]([O:17][C:18]1[CH:19]=[CH:20][C:21]([N:24]2[C:29](=[O:30])[C:28]([CH2:31][C:32]3[CH:33]=[CH:34][C:35]([C:38]4[CH:43]=[CH:42][CH:41]=[CH:40][C:39]=4[C:44]4[NH:3][C:4](=[O:7])[O:5][N:45]=4)=[CH:36][CH:37]=3)=[C:27]([CH2:46][CH2:47][CH3:48])[N:26]=[C:25]2[CH3:49])=[CH:22][CH:23]=1)[CH:14]([CH3:16])[CH3:15]. The catalyst class is: 69.